This data is from Reaction yield outcomes from USPTO patents with 853,638 reactions. The task is: Predict the reaction yield, written as a fraction of the theoretical maximum amount of product (1.0 means a 100% yield; for example, 0.34 means a 34% yield). (1) The reactants are [CH2:1]([N:3]([S:16]([C:19]1[S:20][CH:21]=[CH:22][CH:23]=1)(=[O:18])=[O:17])[C:4]1[CH:5]=[CH:6][CH:7]=[C:8]2[C:12]=1[NH:11][C:10]([C:13](=[S:15])[NH2:14])=[CH:9]2)[CH3:2].Br[CH:25]([CH:28]=O)[CH:26]=[O:27].CN(C)C(=O)C. The catalyst is O. The product is [CH2:1]([N:3]([C:4]1[CH:5]=[CH:6][CH:7]=[C:8]2[C:12]=1[NH:11][C:10]([C:13]1[S:15][C:25]([CH2:26][OH:27])=[CH:28][N:14]=1)=[CH:9]2)[S:16]([C:19]1[S:20][CH:21]=[CH:22][CH:23]=1)(=[O:17])=[O:18])[CH3:2]. The yield is 0.170. (2) The reactants are [N+:1]([C:4]1[CH:5]=[N:6][N:7]([C:9]2[CH:14]=[CH:13][C:12]([CH3:15])=[CH:11][CH:10]=2)[CH:8]=1)([O-])=O. The catalyst is C(O)C.[Pd]. The product is [NH2:1][C:4]1[CH:5]=[N:6][N:7]([C:9]2[CH:14]=[CH:13][C:12]([CH3:15])=[CH:11][CH:10]=2)[CH:8]=1. The yield is 0.860. (3) The reactants are [CH:1]1([CH2:4][CH2:5][NH:6][C:7]([C:9]2[N:10]=[N:11][C:12](Cl)=[CH:13][CH:14]=2)=[O:8])[CH2:3][CH2:2]1.[CH3:16][C:17]1([O:23][C:24]2[CH:29]=[CH:28][CH:27]=[CH:26][C:25]=2[C:30]([F:33])([F:32])[F:31])[CH2:22][CH2:21][NH:20][CH2:19][CH2:18]1.C(=O)([O-])[O-].[K+].[K+]. The catalyst is O1CCOCC1.[Br-].C([N+](CCCC)(CCCC)CCCC)CCC. The product is [CH:1]1([CH2:4][CH2:5][NH:6][C:7]([C:9]2[N:10]=[N:11][C:12]([N:20]3[CH2:19][CH2:18][C:17]([CH3:16])([O:23][C:24]4[CH:29]=[CH:28][CH:27]=[CH:26][C:25]=4[C:30]([F:31])([F:32])[F:33])[CH2:22][CH2:21]3)=[CH:13][CH:14]=2)=[O:8])[CH2:3][CH2:2]1. The yield is 0.200. (4) The reactants are Br[C:2]1[CH:11]=[CH:10][C:9]2[O:8][CH2:7][C:6]3[CH:12]=[C:13]([C:15]([N:17]([C:19]4[CH:24]=[CH:23][C:22]([F:25])=[CH:21][C:20]=4[F:26])[CH3:18])=[O:16])[S:14][C:5]=3[C:4]=2[CH:3]=1.[Cu](C#N)[C:28]#[N:29]. The catalyst is CN(C)C=O.[Cl-].[NH4+].[OH-].[NH4+]. The product is [C:28]([C:2]1[CH:11]=[CH:10][C:9]2[O:8][CH2:7][C:6]3[CH:12]=[C:13]([C:15]([N:17]([C:19]4[CH:24]=[CH:23][C:22]([F:25])=[CH:21][C:20]=4[F:26])[CH3:18])=[O:16])[S:14][C:5]=3[C:4]=2[CH:3]=1)#[N:29]. The yield is 0.790. (5) The reactants are [CH3:1][N:2]([CH3:33])[C:3]([C:5]1[CH:6]=[C:7]([O:25]CC2C=CC=CC=2)[C:8]2[N:12]=[C:11]([CH3:13])[N:10]([S:14]([C:17]3[CH:22]=[CH:21][C:20]([CH3:23])=[CH:19][CH:18]=3)(=[O:16])=[O:15])[C:9]=2[CH:24]=1)=[O:4]. The catalyst is [Pd].O1CCCC1. The product is [OH:25][C:7]1[C:8]2[N:12]=[C:11]([CH3:13])[N:10]([S:14]([C:17]3[CH:18]=[CH:19][C:20]([CH3:23])=[CH:21][CH:22]=3)(=[O:16])=[O:15])[C:9]=2[CH:24]=[C:5]([C:3]([N:2]([CH3:33])[CH3:1])=[O:4])[CH:6]=1. The yield is 0.980. (6) The reactants are Cl[C:2]1[N:7]=[C:6]([S:8][C:9]2[CH:14]=[CH:13][C:12]([NH:15][C:16]([CH:18]3[CH2:20][CH2:19]3)=[O:17])=[CH:11][CH:10]=2)[CH:5]=[N:4][CH:3]=1.[NH2:21][C:22]1[S:23][C:24]([CH3:27])=[CH:25][N:26]=1.C1(P(C2C=CC=CC=2)C2C3OC4C(=CC=CC=4P(C4C=CC=CC=4)C4C=CC=CC=4)C(C)(C)C=3C=CC=2)C=CC=CC=1.C(=O)([O-])[O-].[Na+].[Na+]. The catalyst is O1CCOCC1.C1C=CC(/C=C/C(/C=C/C2C=CC=CC=2)=O)=CC=1.C1C=CC(/C=C/C(/C=C/C2C=CC=CC=2)=O)=CC=1.C1C=CC(/C=C/C(/C=C/C2C=CC=CC=2)=O)=CC=1.[Pd].[Pd].C(OCC)(=O)C.O. The product is [CH3:27][C:24]1[S:23][C:22]([NH:21][C:2]2[N:7]=[C:6]([S:8][C:9]3[CH:14]=[CH:13][C:12]([NH:15][C:16]([CH:18]4[CH2:20][CH2:19]4)=[O:17])=[CH:11][CH:10]=3)[CH:5]=[N:4][CH:3]=2)=[N:26][CH:25]=1. The yield is 0.140.